From a dataset of Forward reaction prediction with 1.9M reactions from USPTO patents (1976-2016). Predict the product of the given reaction. Given the reactants FC(F)(F)S(O[C:7]1[CH:12]=[CH:11][C:10]([C:13]#[N:14])=[CH:9][C:8]=1[O:15][CH3:16])(=O)=O.[C:19]([O:23][C:24]([CH3:27])([CH3:26])[CH3:25])(=[O:22])[CH:20]=[CH2:21].C(N(CC)CC)C, predict the reaction product. The product is: [C:13]([C:10]1[CH:11]=[CH:12][C:7](/[CH:21]=[CH:20]/[C:19]([O:23][C:24]([CH3:27])([CH3:26])[CH3:25])=[O:22])=[C:8]([O:15][CH3:16])[CH:9]=1)#[N:14].